Dataset: Forward reaction prediction with 1.9M reactions from USPTO patents (1976-2016). Task: Predict the product of the given reaction. (1) Given the reactants [C:1]1([CH:7]2[CH2:12][CH:11]([CH2:13][C:14]#[N:15])[CH2:10][CH2:9][NH:8]2)[CH:6]=[CH:5][CH:4]=[CH:3][CH:2]=1.[CH:16]([C:18]1[C:26]([CH3:27])=[CH:25][C:24]([CH3:28])=[C:23]2[C:19]=1[CH:20]=[CH:21][N:22]2[C:29]([O:31][C:32]([CH3:35])([CH3:34])[CH3:33])=[O:30])=O, predict the reaction product. The product is: [C:14]([CH2:13][CH:11]1[CH2:10][CH2:9][N:8]([CH2:16][C:18]2[C:26]([CH3:27])=[CH:25][C:24]([CH3:28])=[C:23]3[C:19]=2[CH:20]=[CH:21][N:22]3[C:29]([O:31][C:32]([CH3:35])([CH3:34])[CH3:33])=[O:30])[CH:7]([C:1]2[CH:2]=[CH:3][CH:4]=[CH:5][CH:6]=2)[CH2:12]1)#[N:15]. (2) The product is: [O:35]=[C:29]([NH:1][C:2]1[C:10]2[C:5](=[N:6][C:7]([C:11]3[S:12][CH:13]=[CH:14][CH:15]=3)=[CH:8][CH:9]=2)[S:4][C:3]=1[C:16](=[O:17])[NH:18][C:19]1[CH:24]=[CH:23][CH:22]=[C:21]([C:25]([F:27])([F:28])[F:26])[CH:20]=1)[CH2:30][CH2:31][C:32]([O:39][CH2:37][CH3:38])=[O:33]. Given the reactants [NH2:1][C:2]1[C:10]2[C:5](=[N:6][C:7]([C:11]3[S:12][CH:13]=[CH:14][CH:15]=3)=[CH:8][CH:9]=2)[S:4][C:3]=1[C:16]([NH:18][C:19]1[CH:24]=[CH:23][CH:22]=[C:21]([C:25]([F:28])([F:27])[F:26])[CH:20]=1)=[O:17].[C:29](Cl)(=[O:35])[CH2:30][CH2:31][C:32](Cl)=[O:33].[CH2:37]([O:39]CC)[CH3:38], predict the reaction product.